This data is from Peptide-MHC class I binding affinity with 185,985 pairs from IEDB/IMGT. The task is: Regression. Given a peptide amino acid sequence and an MHC pseudo amino acid sequence, predict their binding affinity value. This is MHC class I binding data. (1) The peptide sequence is EVCQATSQY. The MHC is HLA-A23:01 with pseudo-sequence HLA-A23:01. The binding affinity (normalized) is 0.213. (2) The peptide sequence is MMESARPEDV. The MHC is HLA-A30:02 with pseudo-sequence HLA-A30:02. The binding affinity (normalized) is 0.0400. (3) The peptide sequence is EKPPVRPIF. The MHC is HLA-A02:01 with pseudo-sequence HLA-A02:01. The binding affinity (normalized) is 0.0847. (4) The peptide sequence is SFIEVKTCTW. The MHC is HLA-B44:03 with pseudo-sequence HLA-B44:03. The binding affinity (normalized) is 0.321.